Dataset: Forward reaction prediction with 1.9M reactions from USPTO patents (1976-2016). Task: Predict the product of the given reaction. (1) Given the reactants [C:1]1([CH3:7])[CH:6]=[CH:5][CH:4]=[CH:3][CH:2]=1.Cl(O)(=O)=O.[CH2:12](O)C, predict the reaction product. The product is: [CH2:12]=[CH:7][C:1]1[CH:6]=[CH:5][CH:4]=[CH:3][CH:2]=1.[CH2:6]=[CH:1][CH:2]=[CH2:3]. (2) Given the reactants [CH3:1][O:2][CH2:3][O:4][C@H:5]1[CH2:22][CH2:21][C@:20]2([CH3:23])[C@H:7]([CH2:8][CH2:9][C@H:10]3[C@H:19]2[CH2:18][CH2:17][C@:15]2([CH3:16])[C@@H:11]3[CH2:12][C:13](=[O:24])[CH2:14]2)[CH2:6]1.[BH4-].[Na+].O, predict the reaction product. The product is: [CH3:1][O:2][CH2:3][O:4][C@H:5]1[CH2:22][CH2:21][C@:20]2([CH3:23])[C@H:7]([CH2:8][CH2:9][C@H:10]3[C@H:19]2[CH2:18][CH2:17][C@:15]2([CH3:16])[C@@H:11]3[CH2:12][C@@H:13]([OH:24])[CH2:14]2)[CH2:6]1. (3) Given the reactants BrN1[C:6](=O)[CH2:5][CH2:4][C:3]1=[O:8].C(OOC(=O)C1C=CC=CC=1)(=O)C1C=CC=CC=1.[CH3:27][O:28][C:29](=[O:38])[C:30]1[CH:35]=C(C)C=C[C:31]=1[F:37], predict the reaction product. The product is: [CH3:27][O:28][C:29](=[O:38])[C:30]1[CH:35]=[C:4]([CH:3]=[O:8])[CH:5]=[CH:6][C:31]=1[F:37]. (4) Given the reactants [CH3:1][N:2]1[CH2:7][CH2:6][C:5](=O)[CH2:4][CH2:3]1.[C:9]([O:13][C:14](=[O:19])[NH:15][CH2:16][CH2:17][NH2:18])([CH3:12])([CH3:11])[CH3:10], predict the reaction product. The product is: [C:9]([O:13][C:14](=[O:19])[NH:15][CH2:16][CH2:17][NH:18][CH:5]1[CH2:6][CH2:7][N:2]([CH3:1])[CH2:3][CH2:4]1)([CH3:12])([CH3:10])[CH3:11].